Dataset: Full USPTO retrosynthesis dataset with 1.9M reactions from patents (1976-2016). Task: Predict the reactants needed to synthesize the given product. Given the product [CH:16]([O:19][C:27]1[CH:26]=[N:25][CH:24]=[C:23]([CH:28]=1)[C:22]([O:21][CH3:20])=[O:30])([CH3:18])[CH3:17], predict the reactants needed to synthesize it. The reactants are: C1(N=C=NC2CCCCC2)CCCCC1.[CH:16]([OH:19])([CH3:18])[CH3:17].[CH3:20][O:21][C:22](=[O:30])[C:23]1[CH:28]=[C:27](O)[CH:26]=[N:25][CH:24]=1.C1C=CC=CC=1.